From a dataset of Full USPTO retrosynthesis dataset with 1.9M reactions from patents (1976-2016). Predict the reactants needed to synthesize the given product. (1) Given the product [I:1][C:2]1[CH:10]=[CH:9][C:5]([C:6]([Cl:16])=[O:7])=[C:4]([N+:11]([O-:13])=[O:12])[CH:3]=1, predict the reactants needed to synthesize it. The reactants are: [I:1][C:2]1[CH:10]=[CH:9][C:5]([C:6](O)=[O:7])=[C:4]([N+:11]([O-:13])=[O:12])[CH:3]=1.S(Cl)([Cl:16])=O. (2) Given the product [CH3:1][O:2][C:3]([C@H:5]1[CH2:10][N:9]([S:11]([C:14]2[CH:15]=[C:16]3[C:20](=[CH:21][CH:22]=2)[CH2:19][CH2:18][CH:17]3[C:23]([OH:25])=[O:24])(=[O:13])=[O:12])[CH2:8][CH2:7][N:6]1[C:36]1[CH:41]=[CH:40][C:39]([C:42]([F:44])([F:43])[F:45])=[CH:38][N:37]=1)=[O:4], predict the reactants needed to synthesize it. The reactants are: [CH3:1][O:2][C:3]([CH:5]1[CH2:10][N:9]([S:11]([C:14]2[CH:15]=[C:16]3[C:20](=[CH:21][CH:22]=2)[CH2:19][CH2:18][CH:17]3[C:23]([O:25]CC2C=CC([N+]([O-])=O)=CC=2)=[O:24])(=[O:13])=[O:12])[CH2:8][CH2:7][N:6]1[C:36]1[CH:41]=[CH:40][C:39]([C:42]([F:45])([F:44])[F:43])=[CH:38][N:37]=1)=[O:4].C1CCC=CC=1.C(O)C. (3) Given the product [NH2:1][C:2]1[N:10]=[CH:9][CH:8]=[CH:7][C:3]=1[C:4]([NH:23][CH2:22][C:20]1[S:21][C:17]([O:16][C:15]2[CH:24]=[CH:25][C:12]([Cl:11])=[CH:13][CH:14]=2)=[CH:18][CH:19]=1)=[O:6], predict the reactants needed to synthesize it. The reactants are: [NH2:1][C:2]1[N:10]=[CH:9][CH:8]=[CH:7][C:3]=1[C:4]([OH:6])=O.[Cl:11][C:12]1[CH:25]=[CH:24][C:15]([O:16][C:17]2[S:21][C:20]([CH2:22][NH2:23])=[CH:19][CH:18]=2)=[CH:14][CH:13]=1.F[P-](F)(F)(F)(F)F.N1([P+](N(C)C)(N(C)C)N(C)C)C2C=CC=CC=2N=N1.C(N(CC)CC)C. (4) Given the product [CH3:40][C@@H:39]1[CH2:38][CH2:37][C@@H:36]([CH3:35])[P:1]1[C:2]1[S:6][C:5]2[CH:7]=[CH:8][CH:9]=[CH:10][C:4]=2[C:3]=1[P:11]1[C@H:33]([CH3:34])[CH2:32][CH2:31][C@H:30]1[CH3:29], predict the reactants needed to synthesize it. The reactants are: [PH2:1][C:2]1[S:6][C:5]2[CH:7]=[CH:8][CH:9]=[CH:10][C:4]=2[C:3]=1[PH2:11].[Li]N(CC)CC.N(CC)CC.[Li]CCCC.C[CH2:29][CH2:30][CH2:31][CH2:32][CH2:33][CH3:34].[CH3:35][C@H:36](O)[CH2:37][CH2:38][C@@H:39](O)[CH3:40]. (5) The reactants are: [Cl:1][C:2]1[CH:10]=[CH:9][CH:8]=[C:7]2[C:3]=1[C:4]([C:15]([OH:17])=O)=[CH:5][N:6]2[CH:11]1[CH2:14][O:13][CH2:12]1.[NH2:18][CH2:19][C:20]1([OH:26])[CH2:25][CH2:24][CH2:23][CH2:22][CH2:21]1. Given the product [OH:26][C:20]1([CH2:19][NH:18][C:15]([C:4]2[C:3]3[C:7](=[CH:8][CH:9]=[CH:10][C:2]=3[Cl:1])[N:6]([CH:11]3[CH2:12][O:13][CH2:14]3)[CH:5]=2)=[O:17])[CH2:25][CH2:24][CH2:23][CH2:22][CH2:21]1, predict the reactants needed to synthesize it. (6) Given the product [CH3:1][O:2][C:3]1[C:11]2[O:10][C:9]([C:18]3[CH:19]=[CH:20][C:21]([O:28][CH2:29][CH2:30][CH3:31])=[C:22]([CH:27]=3)[C:23]([O:25][CH3:26])=[O:24])=[CH:8][C:7]=2[CH:6]=[CH:5][CH:4]=1, predict the reactants needed to synthesize it. The reactants are: [CH3:1][O:2][C:3]1[C:11]2[O:10][CH:9]=[CH:8][C:7]=2[CH:6]=[CH:5][CH:4]=1.[Li]CCCC.Br[C:18]1[CH:19]=[CH:20][C:21]([O:28][CH2:29][CH2:30][CH3:31])=[C:22]([CH:27]=1)[C:23]([O:25][CH3:26])=[O:24]. (7) The reactants are: [F:1][CH2:2][C@H:3]1[CH2:8][CH2:7][C@H:6]([NH:9][C:10]2[C:15]([C:16]([NH2:18])=[O:17])=[CH:14][N:13]=[C:12]3[N:19]([CH2:22][O:23][CH2:24][CH2:25][Si:26]([CH3:29])([CH3:28])[CH3:27])[CH:20]=[CH:21][C:11]=23)[CH2:5][CH2:4]1.[C:30](=O)([O-])O.[Na+]. Given the product [F:1][CH2:2][C@H:3]1[CH2:8][CH2:7][C@H:6]([N:9]2[C:10]3[C:11]4[CH:21]=[CH:20][N:19]([CH2:22][O:23][CH2:24][CH2:25][Si:26]([CH3:29])([CH3:28])[CH3:27])[C:12]=4[N:13]=[CH:14][C:15]=3[C:16](=[O:17])[N:18]=[CH:30]2)[CH2:5][CH2:4]1, predict the reactants needed to synthesize it.